From a dataset of Forward reaction prediction with 1.9M reactions from USPTO patents (1976-2016). Predict the product of the given reaction. (1) Given the reactants [BH4-].[Na+].[Br:3][C:4]1[C:9]([O:10][C:11]2[CH:12]=[C:13]([CH:16]=[C:17]([Cl:19])[CH:18]=2)[C:14]#[N:15])=[C:8]([F:20])[C:7]([CH:21]=[O:22])=[CH:6][CH:5]=1, predict the reaction product. The product is: [Br:3][C:4]1[C:9]([O:10][C:11]2[CH:12]=[C:13]([CH:16]=[C:17]([Cl:19])[CH:18]=2)[C:14]#[N:15])=[C:8]([F:20])[C:7]([CH2:21][OH:22])=[CH:6][CH:5]=1. (2) Given the reactants [F:1][C:2]1([F:16])[C:10]2[C:5](=[CH:6][CH:7]=[C:8]([N+:11]([O-])=O)[CH:9]=2)[N:4]([CH3:14])[C:3]1=[O:15], predict the reaction product. The product is: [NH2:11][C:8]1[CH:9]=[C:10]2[C:5](=[CH:6][CH:7]=1)[N:4]([CH3:14])[C:3](=[O:15])[C:2]2([F:16])[F:1]. (3) Given the reactants FC1C=CC(CN)=CC=1.[CH3:10][C:11]1[O:17][C:14]([CH2:15][NH2:16])=[CH:13][CH:12]=1.[CH2:18]([N:25]1[CH2:29][CH2:28][N:27]([C:30]2[S:31][C:32]([C:36](O)=[O:37])=[C:33]([CH3:35])[N:34]=2)[C:26]1=[O:39])[C:19]1[CH:24]=[CH:23][CH:22]=[CH:21][CH:20]=1, predict the reaction product. The product is: [CH2:18]([N:25]1[CH2:29][CH2:28][N:27]([C:30]2[S:31][C:32]([C:36]([NH:16][CH2:15][C:14]3[O:17][C:11]([CH3:10])=[CH:12][CH:13]=3)=[O:37])=[C:33]([CH3:35])[N:34]=2)[C:26]1=[O:39])[C:19]1[CH:24]=[CH:23][CH:22]=[CH:21][CH:20]=1.